Dataset: Catalyst prediction with 721,799 reactions and 888 catalyst types from USPTO. Task: Predict which catalyst facilitates the given reaction. (1) Reactant: C([O:8][CH2:9][CH2:10][C:11]1[N:15]([CH3:16])[N:14]=[C:13]([NH:17][C:18]2[N:23]=[CH:22][C:21]([O:24][CH2:25][C:26]3[C:31]([F:32])=[C:30]([O:33][CH3:34])[CH:29]=[C:28]([O:35][CH3:36])[C:27]=3[F:37])=[CH:20][N:19]=2)[CH:12]=1)C1C=CC=CC=1.B(Br)(Br)Br.C(=O)([O-])O.[Na+]. Product: [F:37][C:27]1[C:28]([O:35][CH3:36])=[CH:29][C:30]([O:33][CH3:34])=[C:31]([F:32])[C:26]=1[CH2:25][O:24][C:21]1[CH:22]=[N:23][C:18]([NH:17][C:13]2[CH:12]=[C:11]([CH2:10][CH2:9][OH:8])[N:15]([CH3:16])[N:14]=2)=[N:19][CH:20]=1. The catalyst class is: 4. (2) Reactant: [CH2:1]([O:3][C:4]([C:6]1([C:9]2[CH:14]=[CH:13][C:12]([C:15]3[CH:20]=[CH:19][C:18]([C:21]4[S:22][C:23]([F:29])=[CH:24][C:25]=4C(O)=O)=[CH:17][C:16]=3[O:30][CH3:31])=[CH:11][CH:10]=2)[CH2:8][CH2:7]1)=[O:5])[CH3:2].C([N:34]([CH2:37]C)CC)C.C1(P(N=[N+]=[N-])(C2C=CC=CC=2)=[O:46])C=CC=CC=1.[C:56]1([CH3:65])[CH:61]=[CH:60][CH:59]=[CH:58][C:57]=1[C@H:62]([OH:64])[CH3:63]. Product: [CH2:1]([O:3][C:4]([C:6]1([C:9]2[CH:10]=[CH:11][C:12]([C:15]3[CH:20]=[CH:19][C:18]([C:21]4[S:22][C:23]([F:29])=[CH:24][C:25]=4[NH:34][C:37]([O:64][C@@H:62]([C:57]4[CH:58]=[CH:59][CH:60]=[CH:61][C:56]=4[CH3:65])[CH3:63])=[O:46])=[CH:17][C:16]=3[O:30][CH3:31])=[CH:13][CH:14]=2)[CH2:8][CH2:7]1)=[O:5])[CH3:2]. The catalyst class is: 727. (3) Reactant: [C:1]([O:5][C:6]([N:8]([CH:13](OC)[C:14](=[O:17])NC)[CH2:9][C:10]([OH:12])=[O:11])=[O:7])([CH3:4])([CH3:3])[CH3:2].[CH3:20][Mg]Br.CCOCC. Product: [C:1]([O:5][C:6]([N:8]([CH2:13][C:14](=[O:17])[CH3:20])[CH2:9][C:10]([OH:12])=[O:11])=[O:7])([CH3:4])([CH3:3])[CH3:2]. The catalyst class is: 1. (4) Reactant: P(Cl)(Cl)(Cl)(Cl)Cl.[CH:7]1([CH2:10][N:11]2[CH2:17][CH2:16][CH:15]([C:18]3[CH:23]=[CH:22][CH:21]=[CH:20][CH:19]=3)[CH2:14][CH2:13][C:12]2=[O:24])[CH2:9][CH2:8]1.II.[Br:27]Br. Product: [Br:27][CH:13]1[CH2:14][CH:15]([C:18]2[CH:19]=[CH:20][CH:21]=[CH:22][CH:23]=2)[CH2:16][CH2:17][N:11]([CH2:10][CH:7]2[CH2:8][CH2:9]2)[C:12]1=[O:24]. The catalyst class is: 4. (5) The catalyst class is: 84. Product: [CH2:13]([C:17]1[N:18]=[C:19]([CH3:45])[N:20]([C:39]2[CH:44]=[CH:43][CH:42]=[CH:41][N:40]=2)[C:21](=[O:38])[C:22]=1[CH2:23][C:24]1[CH:25]=[CH:26][C:27]([C:30]2[CH:37]=[CH:36][CH:35]=[CH:34][C:31]=2[C:32](=[N:12][OH:11])[NH2:33])=[N:28][CH:29]=1)[CH2:14][CH2:15][CH3:16]. Reactant: C(=O)([O-])O.[Na+].CS(C)=O.Cl.[OH:11][NH2:12].[CH2:13]([C:17]1[N:18]=[C:19]([CH3:45])[N:20]([C:39]2[CH:44]=[CH:43][CH:42]=[CH:41][N:40]=2)[C:21](=[O:38])[C:22]=1[CH2:23][C:24]1[CH:25]=[CH:26][C:27]([C:30]2[CH:37]=[CH:36][CH:35]=[CH:34][C:31]=2[C:32]#[N:33])=[N:28][CH:29]=1)[CH2:14][CH2:15][CH3:16]. (6) Reactant: [OH:1][CH2:2][C:3]1[CH:8]=[CH:7][CH:6]=[CH:5][C:4]=1[CH2:9][C:10]#[N:11].N1C=CC=CC=1.[C:18](Cl)(=[O:21])[O:19][CH3:20]. Product: [C:18](=[O:21])([O:19][CH3:20])[O:1][CH2:2][C:3]1[CH:8]=[CH:7][CH:6]=[CH:5][C:4]=1[CH2:9][C:10]#[N:11]. The catalyst class is: 4. (7) Product: [C:17]([O:21][C:22]([NH:24][CH2:25][CH2:26][CH2:27][NH:28][C:14](=[O:16])[C:12]([NH:11][C:1]([O:3][CH2:4][C:5]1[CH:6]=[CH:7][CH:8]=[CH:9][CH:10]=1)=[O:2])([CH3:13])[CH3:31])=[O:23])([CH3:20])([CH3:19])[CH3:18]. Reactant: [C:1]([NH:11][C@H:12]([C:14]([OH:16])=O)[CH3:13])([O:3][CH2:4][C:5]1[CH:10]=[CH:9][CH:8]=[CH:7][CH:6]=1)=[O:2].[C:17]([O:21][C:22]([NH:24][CH:25](N)[CH2:26][CH2:27][NH2:28])=[O:23])([CH3:20])([CH3:19])[CH3:18].O[C:31]1C2N=NNC=2C=CC=1.CN(C(ON1N=NC2C=CC=CC1=2)=[N+](C)C)C.F[P-](F)(F)(F)(F)F.C(N(C(C)C)CC)(C)C. The catalyst class is: 136. (8) Reactant: [CH:1]([O:4][C:5]([N:7]1[CH2:12][CH2:11][CH:10]([NH:13]C(OC(C)(C)C)=O)[CH2:9][CH2:8]1)=[O:6])([CH3:3])[CH3:2].C(O)(C(F)(F)F)=O. Product: [CH:1]([O:4][C:5]([N:7]1[CH2:8][CH2:9][CH:10]([NH2:13])[CH2:11][CH2:12]1)=[O:6])([CH3:3])[CH3:2]. The catalyst class is: 2. (9) Reactant: [Cl:1][C:2]1[CH:7]=[CH:6][CH:5]=[CH:4][C:3]=1[OH:8].Br[CH2:10][C:11]([O:13][CH2:14][CH3:15])=[O:12].C([O-])([O-])=O.[K+].[K+]. Product: [CH2:14]([O:13][C:11](=[O:12])[CH2:10][O:8][C:3]1[CH:4]=[CH:5][CH:6]=[CH:7][C:2]=1[Cl:1])[CH3:15]. The catalyst class is: 3.